Dataset: Catalyst prediction with 721,799 reactions and 888 catalyst types from USPTO. Task: Predict which catalyst facilitates the given reaction. (1) Reactant: [C:1]1([CH3:17])[CH:6]=[CH:5][C:4]([C:7]2[C:12]([C:13]([F:16])([F:15])[F:14])=[CH:11][CH:10]=[CH:9][N:8]=2)=[CH:3][CH:2]=1.[N+:18]([O-])([OH:20])=[O:19]. Product: [CH3:17][C:1]1[CH:2]=[CH:3][C:4]([C:7]2[C:12]([C:13]([F:16])([F:14])[F:15])=[CH:11][CH:10]=[CH:9][N:8]=2)=[CH:5][C:6]=1[N+:18]([O-:20])=[O:19]. The catalyst class is: 82. (2) Reactant: [C:1]([C:5]1[CH:6]=[C:7]([CH:10]=[C:11]([C:14]([CH3:17])([CH3:16])[CH3:15])[C:12]=1[OH:13])[CH:8]=O)([CH3:4])([CH3:3])[CH3:2].[N+:18]([C:21]1[CH:27]=[CH:26][C:24]([NH2:25])=[CH:23][CH:22]=1)([O-:20])=[O:19].C(O)(=O)C.[SH:32][CH2:33][C:34](O)=[O:35]. Product: [C:1]([C:5]1[CH:6]=[C:7]([CH:8]2[N:25]([C:24]3[CH:26]=[CH:27][C:21]([N+:18]([O-:20])=[O:19])=[CH:22][CH:23]=3)[C:34](=[O:35])[CH2:33][S:32]2)[CH:10]=[C:11]([C:14]([CH3:17])([CH3:16])[CH3:15])[C:12]=1[OH:13])([CH3:4])([CH3:3])[CH3:2]. The catalyst class is: 11. (3) Reactant: C([N:3]([CH2:6][CH3:7])[CH2:4][CH3:5])C.[CH3:8][S:9]([O:12]S(C)(=O)=O)(=O)=[O:10].[CH3:17][OH:18]. Product: [CH3:8][S:9]([N:3]1[CH2:4][CH2:5][C:17](=[O:18])[CH2:7][CH2:6]1)(=[O:12])=[O:10]. The catalyst class is: 4.